Dataset: Catalyst prediction with 721,799 reactions and 888 catalyst types from USPTO. Task: Predict which catalyst facilitates the given reaction. Reactant: [CH3:1][O:2][C:3]1[CH:4]=[C:5]([CH:12]([CH3:15])[CH2:13][OH:14])[CH:6]=[N:7][C:8]=1[N+:9]([O-])=O. Product: [NH2:9][C:8]1[N:7]=[CH:6][C:5]([CH:12]([CH3:15])[CH2:13][OH:14])=[CH:4][C:3]=1[O:2][CH3:1]. The catalyst class is: 50.